From a dataset of Full USPTO retrosynthesis dataset with 1.9M reactions from patents (1976-2016). Predict the reactants needed to synthesize the given product. (1) Given the product [CH3:9][O:10][C:11](=[O:42])[C:12]1[CH:17]=[CH:16][CH:15]=[CH:14][C:13]=1[O:41][Si:1]([C:4]([CH3:7])([CH3:6])[CH3:5])([CH3:3])[CH3:2], predict the reactants needed to synthesize it. The reactants are: [Si:1](Cl)([C:4]([CH3:7])([CH3:6])[CH3:5])([CH3:3])[CH3:2].[CH3:9][O:10][C:11](=[O:42])[C:12]1[CH:17]=[CH:16][C:15](C[C@@H]2CNCCN2C(=O)C2C=C(C(F)(F)F)C=C(C(F)(F)F)C=2)=[CH:14][C:13]=1[OH:41].C(N(CC)CC)C.O. (2) Given the product [NH2:1][C:2]1[CH:3]=[CH:4][C:5]([NH:8][C:9](=[O:15])/[CH:10]=[CH:11]\[C:12]([O-:14])=[O:13])=[CH:6][CH:7]=1.[Na+:17], predict the reactants needed to synthesize it. The reactants are: [NH2:1][C:2]1[CH:7]=[CH:6][C:5]([NH:8][C:9](=[O:15])/[CH:10]=[CH:11]\[C:12]([OH:14])=[O:13])=[CH:4][CH:3]=1.[OH-].[Na+:17].